The task is: Regression. Given a peptide amino acid sequence and an MHC pseudo amino acid sequence, predict their binding affinity value. This is MHC class I binding data.. This data is from Peptide-MHC class I binding affinity with 185,985 pairs from IEDB/IMGT. The peptide sequence is QLWKGPGELLW. The MHC is Mamu-B17 with pseudo-sequence Mamu-B17. The binding affinity (normalized) is 0.307.